Dataset: Forward reaction prediction with 1.9M reactions from USPTO patents (1976-2016). Task: Predict the product of the given reaction. (1) Given the reactants [C:1](OC(=O)C)(=[O:3])[CH3:2].[NH2:8][CH2:9][C:10]1([C:16]([O:18][CH2:19][CH3:20])=[O:17])[CH2:15][CH2:14][CH2:13][CH2:12][O:11]1.CCN(C(C)C)C(C)C, predict the reaction product. The product is: [C:1]([NH:8][CH2:9][C:10]1([C:16]([O:18][CH2:19][CH3:20])=[O:17])[CH2:15][CH2:14][CH2:13][CH2:12][O:11]1)(=[O:3])[CH3:2]. (2) Given the reactants C[O:2][C:3](=[O:28])/[CH:4]=[CH:5]/[C:6]1[CH:7]=[CH:8][C:9]2[O:25][C:12]3([CH2:17][CH2:16][N:15]([C:18](OC(C)(C)C)=O)[CH2:14][CH2:13]3)[C:11](=[O:26])[C:10]=2[CH:27]=1.C(Br)[C:30]1[CH:35]=[CH:34][CH:33]=[CH:32][CH:31]=1.[OH-].[Na+], predict the reaction product. The product is: [CH2:18]([N:15]1[CH2:16][CH2:17][C:12]2([C:11](=[O:26])[C:10]3[CH:27]=[C:6](/[CH:5]=[CH:4]/[C:3]([OH:2])=[O:28])[CH:7]=[CH:8][C:9]=3[O:25]2)[CH2:13][CH2:14]1)[C:30]1[CH:35]=[CH:34][CH:33]=[CH:32][CH:31]=1.